Dataset: Forward reaction prediction with 1.9M reactions from USPTO patents (1976-2016). Task: Predict the product of the given reaction. Given the reactants [C:1]([C:4]1[C:22](=[O:23])[C@@:8]2([CH3:24])[C:9]3[C:15]([OH:16])=[CH:14][C:13]([O:17][CH3:18])=[C:12]([C:19]([NH2:21])=[O:20])[C:10]=3[O:11][C:7]2=[CH:6][C:5]=1[OH:25])(=[O:3])[CH3:2].[CH2:26]([O:30][C:31]1[CH:38]=[C:37]([CH3:39])[C:34]([CH:35]=O)=[C:33]([CH3:40])[C:32]=1[CH3:41])[C:27]#[C:28][CH3:29].C([SiH](CC)CC)C.FC(F)(F)C(O)=O, predict the reaction product. The product is: [C:1]([C:4]1[C:22](=[O:23])[C@@:8]2([CH3:24])[C:9]3[C:15]([OH:16])=[CH:14][C:13]([O:17][CH3:18])=[C:12]([C:19]([NH:21][CH2:35][C:34]4[C:37]([CH3:39])=[CH:38][C:31]([O:30][CH2:26][C:27]#[C:28][CH3:29])=[C:32]([CH3:41])[C:33]=4[CH3:40])=[O:20])[C:10]=3[O:11][C:7]2=[CH:6][C:5]=1[OH:25])(=[O:3])[CH3:2].